This data is from Peptide-MHC class I binding affinity with 185,985 pairs from IEDB/IMGT. The task is: Regression. Given a peptide amino acid sequence and an MHC pseudo amino acid sequence, predict their binding affinity value. This is MHC class I binding data. (1) The peptide sequence is AIKKKDKN. The MHC is Mamu-B08 with pseudo-sequence Mamu-B08. The binding affinity (normalized) is 0. (2) The peptide sequence is KLSAGVEFLK. The MHC is HLA-A11:01 with pseudo-sequence HLA-A11:01. The binding affinity (normalized) is 0.692. (3) The binding affinity (normalized) is 0.0641. The peptide sequence is GQMYNMNTL. The MHC is BoLA-AW10 with pseudo-sequence BoLA-AW10. (4) The peptide sequence is MRSDEDAKF. The MHC is Mamu-B17 with pseudo-sequence Mamu-B17. The binding affinity (normalized) is 0.680. (5) The MHC is HLA-B44:02 with pseudo-sequence HLA-B44:02. The peptide sequence is QLAKRSEIL. The binding affinity (normalized) is 0.0847. (6) The peptide sequence is RRRWQQLLALA. The MHC is Mamu-A02 with pseudo-sequence Mamu-A02. The binding affinity (normalized) is 0. (7) The peptide sequence is KFRRVFGEY. The binding affinity (normalized) is 0.0854. The MHC is HLA-A29:02 with pseudo-sequence HLA-A29:02.